Dataset: Full USPTO retrosynthesis dataset with 1.9M reactions from patents (1976-2016). Task: Predict the reactants needed to synthesize the given product. (1) Given the product [F:38][C:27]1[CH:26]=[C:25]([C:23]2[N:24]=[C:20]([NH:19][C:17](=[O:18])[CH2:16][N:10]3[C:6]4[C:5](=[O:12])[N:4]([CH3:13])[C:3](=[O:14])[N:2]([CH3:1])[C:7]=4[CH:8]=[CH:9]3)[S:21][CH:22]=2)[CH:30]=[C:29]([F:31])[C:28]=1[O:32][CH2:33][CH2:34][CH:35]([CH3:37])[CH3:36], predict the reactants needed to synthesize it. The reactants are: [CH3:1][N:2]1[C:7]2[C:8](C)=[CH:9][NH:10][C:6]=2[C:5](=[O:12])[N:4]([CH3:13])[C:3]1=[O:14].Br[CH2:16][C:17]([NH:19][C:20]1[S:21][CH:22]=[C:23]([C:25]2[CH:30]=[C:29]([F:31])[C:28]([O:32][CH2:33][CH2:34][CH:35]([CH3:37])[CH3:36])=[C:27]([F:38])[CH:26]=2)[N:24]=1)=[O:18].[H-].[Na+]. (2) The reactants are: [Br:1][C:2]1[S:6][C:5]([S:7]([NH:10][CH2:11][CH2:12][OH:13])(=[O:9])=[O:8])=[CH:4][CH:3]=1.N1C=CN=C1.[C:19]([Si:23](Cl)([CH3:25])[CH3:24])([CH3:22])([CH3:21])[CH3:20]. Given the product [Br:1][C:2]1[S:6][C:5]([S:7]([NH:10][CH2:11][CH2:12][O:13][Si:23]([C:19]([CH3:22])([CH3:21])[CH3:20])([CH3:25])[CH3:24])(=[O:9])=[O:8])=[CH:4][CH:3]=1, predict the reactants needed to synthesize it. (3) Given the product [CH2:1]([O:4][C:5]1([CH3:36])[CH2:10][CH2:9][N:8]([C:11]2[N:16]3[N:17]=[C:18]([CH2:20][N:21]4[CH:39]=[C:38]([CH2:37][OH:40])[N:23]=[N:22]4)[CH:19]=[C:15]3[N:14]=[C:13]([CH3:24])[C:12]=2[C@H:25]([O:31][C:32]([CH3:35])([CH3:34])[CH3:33])[C:26]([O:28][CH2:29][CH3:30])=[O:27])[CH2:7][CH2:6]1)[CH:2]=[CH2:3], predict the reactants needed to synthesize it. The reactants are: [CH2:1]([O:4][C:5]1([CH3:36])[CH2:10][CH2:9][N:8]([C:11]2[N:16]3[N:17]=[C:18]([CH2:20][N:21]=[N+:22]=[N-:23])[CH:19]=[C:15]3[N:14]=[C:13]([CH3:24])[C:12]=2[C@H:25]([O:31][C:32]([CH3:35])([CH3:34])[CH3:33])[C:26]([O:28][CH2:29][CH3:30])=[O:27])[CH2:7][CH2:6]1)[CH:2]=[CH2:3].[CH2:37]([OH:40])[C:38]#[CH:39].CCN(C(C)C)C(C)C. (4) Given the product [OH:29][C:24]1[C:25](=[O:27])[NH:26][C:21]([C:6]2[CH:7]=[CH:8][C:3]([C:2]([F:13])([F:12])[F:1])=[CH:4][CH:5]=2)=[N:22][CH:23]=1, predict the reactants needed to synthesize it. The reactants are: [F:1][C:2]([F:13])([F:12])[C:3]1[CH:8]=[CH:7][C:6](B(O)O)=[CH:5][CH:4]=1.C([O-])([O-])=O.[Cs+].[Cs+].Cl[C:21]1[N:26]=[C:25]([O:27]C)[C:24]([O:29]C)=[CH:23][N:22]=1. (5) Given the product [CH3:13][N:14]([CH3:19])[CH2:15][CH2:16][CH2:17][NH:18][C:1](=[O:12])/[CH:2]=[CH:3]/[CH2:4][CH2:5][CH2:6][CH2:7][CH2:8][CH2:9][CH3:10], predict the reactants needed to synthesize it. The reactants are: [C:1]([OH:12])(=O)/[CH:2]=[CH:3]/[CH2:4][CH2:5][CH2:6][CH2:7][CH2:8][CH2:9][CH3:10].[CH3:13][N:14]([CH3:19])[CH2:15][CH2:16][CH2:17][NH2:18]. (6) Given the product [NH2:8][C:6]1[CH:5]=[CH:4][C:3]([O:11][C:12](=[O:14])[CH3:13])=[C:2]([CH3:1])[CH:7]=1, predict the reactants needed to synthesize it. The reactants are: [CH3:1][C:2]1[CH:7]=[C:6]([N+:8]([O-])=O)[CH:5]=[CH:4][C:3]=1[O:11][C:12](=[O:14])[CH3:13]. (7) Given the product [F:9][C:5]1[CH:4]=[C:3]([N:10]2[C:19]3[C:14](=[CH:15][C:16]([F:26])=[C:17]([N:20]4[CH2:21][CH2:22][N:25]([CH3:31])[CH2:23][CH2:24]4)[CH:18]=3)[C:13](=[O:27])[N:12]([OH:28])[C:11]2=[O:29])[CH:2]=[CH:7][CH:6]=1, predict the reactants needed to synthesize it. The reactants are: F[C:2]1[CH:7]=[C:6](F)[C:5]([F:9])=[CH:4][C:3]=1[N:10]1[C:19]2[C:14](=[CH:15][C:16]([F:26])=[C:17]([N:20]3[CH2:24][CH2:23][CH:22]([NH2:25])[CH2:21]3)[CH:18]=2)[C:13](=[O:27])[N:12]([OH:28])[C:11]1=[O:29].F[C:31](F)(F)C([O-])=O.